This data is from Reaction yield outcomes from USPTO patents with 853,638 reactions. The task is: Predict the reaction yield, written as a fraction of the theoretical maximum amount of product (1.0 means a 100% yield; for example, 0.34 means a 34% yield). (1) The reactants are [Cl:1][C:2]1[N:7]=[C:6]([C:8]([O:10][CH2:11][CH3:12])=[O:9])[C:5](F)=[CH:4][N:3]=1.[CH3:14][C:15]1([CH2:19][NH2:20])[CH2:18][O:17][CH2:16]1. No catalyst specified. The product is [Cl:1][C:2]1[N:7]=[C:6]([C:8]([O:10][CH2:11][CH3:12])=[O:9])[C:5]([NH:20][CH2:19][C:15]2([CH3:14])[CH2:18][O:17][CH2:16]2)=[CH:4][N:3]=1. The yield is 0.480. (2) The reactants are [F:1][C:2]([C:7]1[CH:12]=[CH:11][C:10]([O:13][S:14]([C:17]([F:20])([F:19])[F:18])(=[O:16])=[O:15])=[CH:9][CH:8]=1)([CH3:6])[C:3]([OH:5])=[O:4].C=C[C@@H]1[C@@H]2C[C@@H]([C@H](O)C3C=CN=C4C=CC=CC=34)N(CC2)C1. The catalyst is CC(O)C. The product is [F:1][C@:2]([C:7]1[CH:8]=[CH:9][C:10]([O:13][S:14]([C:17]([F:18])([F:20])[F:19])(=[O:16])=[O:15])=[CH:11][CH:12]=1)([CH3:6])[C:3]([OH:5])=[O:4]. The yield is 0.790. (3) The reactants are [Br:1][C:2]1[C:7]([F:8])=[CH:6][CH:5]=[C:4]([NH2:9])[C:3]=1[NH:10][CH:11]1[CH2:13][CH2:12]1.[C:14]([O:18][C:19]([NH:21][C@@H:22]([CH3:26])[C:23](O)=[O:24])=[O:20])([CH3:17])([CH3:16])[CH3:15].C1C=NC2N(O)N=NC=2C=1.CCN=C=NCCCN(C)C.Cl. The catalyst is C(Cl)Cl. The product is [C:14]([O:18][C:19](=[O:20])[NH:21][C@H:22]([C:23](=[O:24])[NH:9][C:4]1[CH:5]=[CH:6][C:7]([F:8])=[C:2]([Br:1])[C:3]=1[NH:10][CH:11]1[CH2:13][CH2:12]1)[CH3:26])([CH3:15])([CH3:16])[CH3:17]. The yield is 0.810. (4) The catalyst is C(O)C. The reactants are [CH3:1][O:2][CH2:3][C:4]1[CH:5]=[C:6]([C:13]2[CH:14]=[CH:15][C:16]([N:19]3[CH2:25][CH2:24][CH2:23][N:22]([C:26]4[CH:31]=[CH:30][C:29]([C:32]5[CH:37]=[C:36]([CH2:38][O:39][CH3:40])[CH:35]=[C:34]([CH2:41][O:42][CH3:43])[CH:33]=5)=[CH:28][N:27]=4)[CH2:21][CH2:20]3)=[N:17][CH:18]=2)[CH:7]=[C:8]([CH2:10][O:11][CH3:12])[CH:9]=1.[ClH:44]. The yield is 0.920. The product is [ClH:44].[ClH:44].[CH3:43][O:42][CH2:41][C:34]1[CH:33]=[C:32]([C:29]2[CH:30]=[CH:31][C:26]([N:22]3[CH2:23][CH2:24][CH2:25][N:19]([C:16]4[CH:15]=[CH:14][C:13]([C:6]5[CH:5]=[C:4]([CH2:3][O:2][CH3:1])[CH:9]=[C:8]([CH2:10][O:11][CH3:12])[CH:7]=5)=[CH:18][N:17]=4)[CH2:20][CH2:21]3)=[N:27][CH:28]=2)[CH:37]=[C:36]([CH2:38][O:39][CH3:40])[CH:35]=1.